From a dataset of Full USPTO retrosynthesis dataset with 1.9M reactions from patents (1976-2016). Predict the reactants needed to synthesize the given product. (1) Given the product [CH3:20][C:16]12[CH2:17][CH:14]1[C:15]1[N:7]([CH2:6][O:5][CH2:4][CH2:3][Si:2]([CH3:32])([CH3:33])[CH3:1])[N:8]=[C:9]([C:29]([OH:31])=[O:30])[C:10]=1[CH2:11][CH2:12]2, predict the reactants needed to synthesize it. The reactants are: [CH3:1][Si:2]([CH3:33])([CH3:32])[CH2:3][CH2:4][O:5][CH2:6][N:7]1[C:15]2[CH2:14]C[CH:12]([C:16]3[CH:17]=NN(COCC[Si](C)(C)C)[CH:20]=3)[CH2:11][C:10]=2[C:9]([C:29]([OH:31])=[O:30])=[N:8]1.CC12CC1C(=O)CCC2. (2) Given the product [CH3:22][CH:21]([CH3:23])[C:20]([NH:15][CH2:14][CH2:13][N:12]1[C:11]2[CH:16]=[CH:17][CH:18]=[CH:19][C:10]=2[S:9][CH2:8][CH:7]1[C:1]1[CH:2]=[CH:3][CH:4]=[CH:5][CH:6]=1)=[O:24], predict the reactants needed to synthesize it. The reactants are: [C:1]1([CH:7]2[N:12]([CH2:13][C:14]#[N:15])[C:11]3[CH:16]=[CH:17][CH:18]=[CH:19][C:10]=3[S:9][CH2:8]2)[CH:6]=[CH:5][CH:4]=[CH:3][CH:2]=1.[C:20](Cl)(=[O:24])[CH:21]([CH3:23])[CH3:22]. (3) Given the product [F:1][C:2]1[C:10]([O:11][CH2:29][CH2:28][O:27][CH3:26])=[C:9]2[C:5]([CH:6]=[C:7]([C:12]([NH2:14])=[O:13])[NH:8]2)=[CH:4][C:3]=1[O:15][C:16]1[CH:17]=[N:18][C:19]([S:22]([CH3:25])(=[O:23])=[O:24])=[CH:20][CH:21]=1, predict the reactants needed to synthesize it. The reactants are: [F:1][C:2]1[C:10]([OH:11])=[C:9]2[C:5]([CH:6]=[C:7]([C:12]([NH2:14])=[O:13])[NH:8]2)=[CH:4][C:3]=1[O:15][C:16]1[CH:17]=[N:18][C:19]([S:22]([CH3:25])(=[O:24])=[O:23])=[CH:20][CH:21]=1.[CH3:26][O:27][CH2:28][CH2:29]O.C(P(CCCC)CCCC)CCC.N(C(N1CCCCC1)=O)=NC(N1CCCCC1)=O.